This data is from Catalyst prediction with 721,799 reactions and 888 catalyst types from USPTO. The task is: Predict which catalyst facilitates the given reaction. (1) Reactant: Br[CH:2]1[CH2:6][CH2:5][N:4]([C:7]2[CH:8]=[N:9][N:10]([C:15]3[CH:20]=[CH:19][C:18]([Cl:21])=[CH:17][CH:16]=3)[C:11]=2[CH:12]([CH3:14])[CH3:13])[C:3]1=[O:22].[CH2:23]([C:25]1[NH:26][CH:27]=[C:28]([C:30]([F:33])([F:32])[F:31])[N:29]=1)[CH3:24].C([O-])([O-])=O.[K+].[K+]. Product: [Cl:21][C:18]1[CH:19]=[CH:20][C:15]([N:10]2[C:11]([CH:12]([CH3:14])[CH3:13])=[C:7]([N:4]3[CH2:5][CH2:6][CH:2]([N:26]4[CH:27]=[C:28]([C:30]([F:31])([F:32])[F:33])[N:29]=[C:25]4[CH2:23][CH3:24])[C:3]3=[O:22])[CH:8]=[N:9]2)=[CH:16][CH:17]=1. The catalyst class is: 3. (2) Product: [F:42][C:6]1[CH:7]=[C:8]([CH:40]=[CH:41][C:5]=1[OH:4])[C:9]([N:11]([CH:37]([CH3:39])[CH3:38])[C:12]1[CH:17]=[C:16]([O:18][CH3:19])[CH:15]=[CH:14][C:13]=1[CH:20]1[CH2:29][CH2:28][C:27]2[CH:26]=[C:25]([O:30][C:31](=[O:36])[C:32]([CH3:33])([CH3:34])[CH3:35])[CH:24]=[CH:23][C:22]=2[CH2:21]1)=[O:10]. Reactant: C([O:4][C:5]1[CH:41]=[CH:40][C:8]([C:9]([N:11]([CH:37]([CH3:39])[CH3:38])[C:12]2[CH:17]=[C:16]([O:18][CH3:19])[CH:15]=[CH:14][C:13]=2[CH:20]2[CH2:29][CH2:28][C:27]3[CH:26]=[C:25]([O:30][C:31](=[O:36])[C:32]([CH3:35])([CH3:34])[CH3:33])[CH:24]=[CH:23][C:22]=3[CH2:21]2)=[O:10])=[CH:7][C:6]=1[F:42])(=O)C.O.C(=O)([O-])[O-].[K+].[K+]. The catalyst class is: 5. (3) Reactant: [Cl:1][C:2]1[C:6]([CH2:7]O)=[C:5]([C:9]2[CH:14]=[CH:13][CH:12]=[CH:11][CH:10]=2)[S:4][N:3]=1.CS([Cl:19])(=O)=O. Product: [Cl:1][C:2]1[C:6]([CH2:7][Cl:19])=[C:5]([C:9]2[CH:14]=[CH:13][CH:12]=[CH:11][CH:10]=2)[S:4][N:3]=1. The catalyst class is: 4.